This data is from Forward reaction prediction with 1.9M reactions from USPTO patents (1976-2016). The task is: Predict the product of the given reaction. (1) Given the reactants [CH2:1]([O:3][CH2:4][O:5][C:6]1[CH:7]=[CH:8][C:9]([CH3:15])=[C:10](B(O)O)[CH:11]=1)[CH3:2].FC(F)(F)S(O[C:22]1[CH:27]=[CH:26][C:25]([C:28](=[O:31])[CH2:29][CH3:30])=[CH:24][C:23]=1[CH2:32][CH2:33][CH3:34])(=O)=O.[Cl-].[Li+].C(=O)([O-])[O-].[K+].[K+], predict the reaction product. The product is: [CH2:1]([O:3][CH2:4][O:5][C:6]1[CH:7]=[CH:8][C:9]([CH3:15])=[C:10]([C:22]2[CH:27]=[CH:26][C:25]([C:28](=[O:31])[CH2:29][CH3:30])=[CH:24][C:23]=2[CH2:32][CH2:33][CH3:34])[CH:11]=1)[CH3:2]. (2) The product is: [O:14]1[C:18]2[CH:19]=[CH:20][C:21]([C:23]3[C:24]4[CH2:38][O:37][C:36](=[O:39])[C:25]=4[CH:26]=[C:27]4[C:35]=3[C:31]3[O:32][CH2:33][O:34][C:30]=3[CH:29]=[C:28]4[I:1])=[CH:22][C:17]=2[O:16][CH2:15]1. Given the reactants [I:1]N1C(=O)CCC1=O.OS(O)(=O)=O.[O:14]1[C:18]2[CH:19]=[CH:20][C:21]([C:23]3[C:24]4[CH2:38][O:37][C:36](=[O:39])[C:25]=4[CH:26]=[C:27]4[C:35]=3[C:31]3[O:32][CH2:33][O:34][C:30]=3[CH:29]=[CH:28]4)=[CH:22][C:17]=2[O:16][CH2:15]1, predict the reaction product. (3) Given the reactants [C:1]([O:5][C:6]([NH:8][CH:9]1[CH2:14][CH2:13][N:12]([CH:15]2[CH2:20][CH:19]([C:21]3[CH:26]=[CH:25][C:24]([F:27])=[CH:23][CH:22]=3)[CH:18]([C:28]([O:30]C)=[O:29])[N:17]([C:32]([O:34][CH2:35][C:36]3[CH:41]=[CH:40][CH:39]=[CH:38][CH:37]=3)=[O:33])[CH2:16]2)[CH2:11][CH2:10]1)=[O:7])([CH3:4])([CH3:3])[CH3:2].[Li+].[OH-].O.Cl, predict the reaction product. The product is: [CH2:35]([O:34][C:32]([N:17]1[CH:18]([C:28]([OH:30])=[O:29])[CH:19]([C:21]2[CH:26]=[CH:25][C:24]([F:27])=[CH:23][CH:22]=2)[CH2:20][CH:15]([N:12]2[CH2:13][CH2:14][CH:9]([NH:8][C:6]([O:5][C:1]([CH3:4])([CH3:3])[CH3:2])=[O:7])[CH2:10][CH2:11]2)[CH2:16]1)=[O:33])[C:36]1[CH:41]=[CH:40][CH:39]=[CH:38][CH:37]=1. (4) The product is: [F:45][CH:44]([F:46])[CH2:43][N:20]1[CH:21]([C:24]2[CH:29]=[CH:28][CH:27]=[CH:26][CH:25]=2)[CH2:22][O:23][C:16]2([CH2:15][CH2:14][N:13]([C:11]([C:8]3[CH:9]=[CH:10][C:5]([O:4][CH:1]([CH3:3])[CH3:2])=[C:6]([O:30][CH3:31])[CH:7]=3)=[O:12])[CH2:18][CH2:17]2)[CH2:19]1. Given the reactants [CH:1]([O:4][C:5]1[CH:10]=[CH:9][C:8]([C:11]([N:13]2[CH2:18][CH2:17][C:16]3([O:23][CH2:22][CH:21]([C:24]4[CH:29]=[CH:28][CH:27]=[CH:26][CH:25]=4)[NH:20][CH2:19]3)[CH2:15][CH2:14]2)=[O:12])=[CH:7][C:6]=1[O:30][CH3:31])([CH3:3])[CH3:2].C([O-])(O)=O.[Na+].FC(F)(F)S(O[CH2:43][CH:44]([F:46])[F:45])(=O)=O, predict the reaction product. (5) Given the reactants [Cl:1][C:2]1[CH:40]=[CH:39][C:5]([CH2:6][NH:7][C:8]([C:10]2[C:11](=[O:38])[C:12]3[CH:26]=[C:25]([CH2:27][N:28]([CH2:30][C@H:31]([C:33]4[O:34][CH:35]=[CH:36][CH:37]=4)[OH:32])[CH3:29])[S:24][C:13]=3[N:14]([CH2:16][CH:17]3[CH2:21][O:20]C(C)(C)[O:18]3)[CH:15]=2)=[O:9])=[CH:4][CH:3]=1.Cl(O)(=O)(=O)=O.C([O-])(O)=O.[Na+], predict the reaction product. The product is: [Cl:1][C:2]1[CH:40]=[CH:39][C:5]([CH2:6][NH:7][C:8]([C:10]2[C:11](=[O:38])[C:12]3[CH:26]=[C:25]([CH2:27][N:28]([CH2:30][C@H:31]([C:33]4[O:34][CH:35]=[CH:36][CH:37]=4)[OH:32])[CH3:29])[S:24][C:13]=3[N:14]([CH2:16][CH:17]([OH:18])[CH2:21][OH:20])[CH:15]=2)=[O:9])=[CH:4][CH:3]=1. (6) The product is: [Br:21][C:18]1[CH:19]=[CH:20][C:15]([NH:14][C:7]([C:6]2[CH:10]=[C:2]([F:1])[CH:3]=[CH:4][C:5]=2[N+:11]([O-:13])=[O:12])=[O:9])=[N:16][CH:17]=1. Given the reactants [F:1][C:2]1[CH:3]=[CH:4][C:5]([N+:11]([O-:13])=[O:12])=[C:6]([CH:10]=1)[C:7]([OH:9])=O.[NH2:14][C:15]1[CH:20]=[CH:19][C:18]([Br:21])=[CH:17][N:16]=1.P(Cl)(Cl)(Cl)=O, predict the reaction product. (7) The product is: [C:1]([O:5][C:6]([N:8]1[CH2:13][CH2:12][CH:11]([CH:14]([CH3:15])[CH2:16][OH:17])[CH2:10][CH2:9]1)=[O:7])([CH3:4])([CH3:3])[CH3:2]. Given the reactants [C:1]([O:5][C:6]([N:8]1[CH2:13][CH2:12][CH:11]([CH:14]([C:16](OCC)=[O:17])[CH3:15])[CH2:10][CH2:9]1)=[O:7])([CH3:4])([CH3:3])[CH3:2].[H-].[H-].[H-].[H-].[Li+].[Al+3], predict the reaction product.